Dataset: Full USPTO retrosynthesis dataset with 1.9M reactions from patents (1976-2016). Task: Predict the reactants needed to synthesize the given product. (1) Given the product [CH3:15][O:16][C:17]1[CH:22]=[C:21]([C:2]2[CH:3]=[C:4]3[C:9](=[N:10][CH:11]=2)[N:8]([C:12]([NH2:14])=[O:13])[CH2:7][CH2:6][CH2:5]3)[CH:20]=[N:19][CH:18]=1, predict the reactants needed to synthesize it. The reactants are: Br[C:2]1[CH:3]=[C:4]2[C:9](=[N:10][CH:11]=1)[N:8]([C:12]([NH2:14])=[O:13])[CH2:7][CH2:6][CH2:5]2.[CH3:15][O:16][C:17]1[CH:18]=[N:19][CH:20]=[C:21](B2OC(C)(C)C(C)(C)O2)[CH:22]=1.C([O-])([O-])=O.[K+].[K+]. (2) The reactants are: [C:1]([CH:5]1[CH2:10][CH:9]([C:11]2[CH:16]=[CH:15][CH:14]=[CH:13][CH:12]=2)[CH2:8][CH2:7][C:6]1=[O:17])([CH3:4])([CH3:3])[CH3:2].C(C1CCCC([Cl:28])C1=O)(C)(C)C. Given the product [C:1]([CH:5]1[CH2:10][CH:9]([C:11]2[CH:16]=[CH:15][CH:14]=[CH:13][CH:12]=2)[CH2:8][CH:7]([Cl:28])[C:6]1=[O:17])([CH3:4])([CH3:2])[CH3:3], predict the reactants needed to synthesize it. (3) The reactants are: [NH2:1][C@H:2]1[CH2:6][CH2:5][N:4]([C:7]2[CH:16]=[CH:15][C:10]([C:11]([O:13][CH3:14])=[O:12])=[CH:9][CH:8]=2)[CH2:3]1.[CH3:17][C:18]([O:21][C:22](O[C:22]([O:21][C:18]([CH3:20])([CH3:19])[CH3:17])=[O:23])=[O:23])([CH3:20])[CH3:19]. Given the product [C:18]([O:21][C:22]([NH:1][C@H:2]1[CH2:6][CH2:5][N:4]([C:7]2[CH:16]=[CH:15][C:10]([C:11]([O:13][CH3:14])=[O:12])=[CH:9][CH:8]=2)[CH2:3]1)=[O:23])([CH3:20])([CH3:19])[CH3:17], predict the reactants needed to synthesize it. (4) Given the product [CH:45]([N:36]([C:37]([NH:39][CH2:40][C:41]([F:43])([F:42])[F:44])=[O:38])[NH:35][C:52](=[O:53])[C:51]1[CH:55]=[CH:56][C:57](/[CH:59]=[CH:60]/[CH:61]([C:66]2[CH:67]=[C:68]([Cl:74])[C:69]([Cl:73])=[C:70]([Cl:72])[CH:71]=2)[C:62]([F:63])([F:64])[F:65])=[CH:58][C:50]=1[C:49]([F:75])([F:76])[F:48])([CH3:47])[CH3:46], predict the reactants needed to synthesize it. The reactants are: CCN(C(C)C)C(C)C.F[P-](F)(F)(F)(F)F.CN(C(N(C)C)=[N+]1C2C(=NC=CC=2)[N+]([O-])=N1)C.Cl.[NH2:35][N:36]([CH:45]([CH3:47])[CH3:46])[C:37]([NH:39][CH2:40][C:41]([F:44])([F:43])[F:42])=[O:38].[F:48][C:49]([F:76])([F:75])[C:50]1[CH:58]=[C:57](/[CH:59]=[CH:60]/[CH:61]([C:66]2[CH:71]=[C:70]([Cl:72])[C:69]([Cl:73])=[C:68]([Cl:74])[CH:67]=2)[C:62]([F:65])([F:64])[F:63])[CH:56]=[CH:55][C:51]=1[C:52](O)=[O:53].